Dataset: Full USPTO retrosynthesis dataset with 1.9M reactions from patents (1976-2016). Task: Predict the reactants needed to synthesize the given product. (1) Given the product [CH3:1][O:2][CH:3]([O:6][CH3:7])[CH2:4][NH:5][C:14]([CH3:13])=[CH:15][C:16](=[O:18])[CH3:17], predict the reactants needed to synthesize it. The reactants are: [CH3:1][O:2][CH:3]([O:6][CH3:7])[CH2:4][NH2:5].O1CCCC1.[CH3:13][C:14](=O)[CH2:15][C:16](=[O:18])[CH3:17]. (2) Given the product [CH3:1][O:2][C:3]1[CH:4]=[CH:5][C:6]2[N:10]([CH3:11])[C:9](=[O:12])[N:8]([CH2:13][C@H:14]3[CH2:15][CH2:16][C@H:17]([C:20]([NH:60][NH:59][C:57]([C:54]4[CH:55]=[C:56]([CH3:24])[N:52]([C:48]([CH3:51])([CH3:49])[CH3:50])[N:53]=4)=[O:58])=[O:21])[CH2:18][CH2:19]3)[C:7]=2[CH:23]=1, predict the reactants needed to synthesize it. The reactants are: [CH3:1][O:2][C:3]1[CH:4]=[CH:5][C:6]2[N:10]([CH3:11])[C:9](=[O:12])[N:8]([CH2:13][C@H:14]3[CH2:19][CH2:18][C@H:17]([C:20](O)=[O:21])[CH2:16][CH2:15]3)[C:7]=2[CH:23]=1.[CH3:24]N(C(ON1N=NC2C=CC=NC1=2)=[N+](C)C)C.F[P-](F)(F)(F)(F)F.[C:48]([N:52]1[CH:56]=[CH:55][C:54]([C:57]([NH:59][NH2:60])=[O:58])=[N:53]1)([CH3:51])([CH3:50])[CH3:49]. (3) Given the product [NH:42]=[C:41]1[C:10]2[C:9](=[CH:14][C:13]([NH:15][CH:16]([C:29]3[CH:30]=[C:31]([O:39][CH3:40])[C:32]4[O:37][CH2:36][O:35][CH2:34][C:33]=4[CH:38]=3)[C:17]3[NH:21][C:20](=[O:22])[N:19]([C:23]4[N:24]=[CH:25][CH:26]=[CH:27][N:28]=4)[N:18]=3)=[CH:12][CH:11]=2)[CH2:8][NH:7]1, predict the reactants needed to synthesize it. The reactants are: C(OC(=O)[NH:7][CH2:8][C:9]1[CH:14]=[C:13]([NH:15][CH:16]([C:29]2[CH:30]=[C:31]([O:39][CH3:40])[C:32]3[O:37][CH2:36][O:35][CH2:34][C:33]=3[CH:38]=2)[C:17]2[NH:21][C:20](=[O:22])[N:19]([C:23]3[N:28]=[CH:27][CH:26]=[CH:25][N:24]=3)[N:18]=2)[CH:12]=[CH:11][C:10]=1[C:41]#[N:42])(C)(C)C.ClCCl.C(O)(C(F)(F)F)=O. (4) Given the product [NH2:17][C:9]1[CH:10]=[C:11]([CH:15]=[CH:16][C:8]=1[NH:1][C:2]1[CH:3]=[CH:4][CH:5]=[CH:6][CH:7]=1)[C:12]([OH:14])=[O:13], predict the reactants needed to synthesize it. The reactants are: [NH:1]([C:8]1[CH:16]=[CH:15][C:11]([C:12]([OH:14])=[O:13])=[CH:10][C:9]=1[N+:17]([O-])=O)[C:2]1[CH:7]=[CH:6][CH:5]=[CH:4][CH:3]=1. (5) Given the product [CH3:10][O:9][C:7]([C:3]1[S:4][CH:5]=[CH:6][C:2]=1[NH:1][S:17]([C:11]1[CH:16]=[CH:15][CH:14]=[CH:13][CH:12]=1)(=[O:19])=[O:18])=[O:8], predict the reactants needed to synthesize it. The reactants are: [NH2:1][C:2]1[CH:6]=[CH:5][S:4][C:3]=1[C:7]([O:9][CH3:10])=[O:8].[C:11]1([S:17](Cl)(=[O:19])=[O:18])[CH:16]=[CH:15][CH:14]=[CH:13][CH:12]=1. (6) Given the product [NH:40]1[C:39]2[CH:51]=[CH:52][C:36]([CH:34]([C:31]3[N:29]4[N:30]=[C:25]([C:23]5[CH:22]=[N:21][N:20]([CH3:19])[CH:24]=5)[CH:26]=[CH:27][C:28]4=[N:33][CH:32]=3)[OH:35])=[CH:37][C:38]=2[N:42]=[CH:41]1, predict the reactants needed to synthesize it. The reactants are: CCCC[N+](CCCC)(CCCC)CCCC.[F-].[CH3:19][N:20]1[CH:24]=[C:23]([C:25]2[CH:26]=[CH:27][C:28]3[N:29]([C:31]([CH:34]([C:36]4[CH:52]=[CH:51][C:39]5[N:40](COCC[Si](C)(C)C)[CH:41]=[N:42][C:38]=5[CH:37]=4)[OH:35])=[CH:32][N:33]=3)[N:30]=2)[CH:22]=[N:21]1. (7) The reactants are: [Br:1][C:2]1[CH:31]=[CH:30][C:5]([CH2:6][C@H:7]2[C:12](=[O:13])[C@@H:11]([NH:14][C:15]3([C:18]4[CH:23]=[CH:22][CH:21]=[C:20]([C:24]([CH3:27])([CH3:26])[CH3:25])[CH:19]=4)[CH2:17][CH2:16]3)[CH2:10][S:9](=[O:29])(=[O:28])[CH2:8]2)=[CH:4][CH:3]=1.O.[OH-].[Na+]. Given the product [Br:1][C:2]1[CH:31]=[CH:30][C:5]([CH2:6][C@H:7]2[C@H:12]([OH:13])[C@@H:11]([NH:14][C:15]3([C:18]4[CH:23]=[CH:22][CH:21]=[C:20]([C:24]([CH3:27])([CH3:26])[CH3:25])[CH:19]=4)[CH2:17][CH2:16]3)[CH2:10][S:9](=[O:29])(=[O:28])[CH2:8]2)=[CH:4][CH:3]=1, predict the reactants needed to synthesize it. (8) The reactants are: [NH2:1][N:2]1[N:11]=[C:10]([C:12]2[CH:17]=[CH:16][C:15]([CH3:18])=[C:14]([CH3:19])[CH:13]=2)[C:9]2[C:4](=[CH:5][CH:6]=[CH:7][CH:8]=2)[C:3]1=[O:20].[C:21]12([CH2:31][C:32](Cl)=[O:33])[CH2:30][CH:25]3[CH2:26][CH:27]([CH2:29][CH:23]([CH2:24]3)[CH2:22]1)[CH2:28]2. Given the product [C:21]12([CH2:31][C:32]([NH:1][N:2]3[N:11]=[C:10]([C:12]4[CH:17]=[CH:16][C:15]([CH3:18])=[C:14]([CH3:19])[CH:13]=4)[C:9]4[C:4](=[CH:5][CH:6]=[CH:7][CH:8]=4)[C:3]3=[O:20])=[O:33])[CH2:28][CH:27]3[CH2:26][CH:25]([CH2:24][CH:23]([CH2:29]3)[CH2:22]1)[CH2:30]2, predict the reactants needed to synthesize it. (9) The reactants are: [O:1]=[C:2]1[NH:7][C:6]2[N:8]=[CH:9][CH:10]=[CH:11][C:5]=2[C:4]2([CH2:19][C:18]3[C:13](=[CH:14][CH:15]=[C:16]([C:20]([OH:22])=O)[CH:17]=3)[CH2:12]2)[O:3]1.Cl.[NH2:24][C@H:25]1[CH2:30][C@@H:29]([C:31]2[CH:36]=[CH:35][CH:34]=[CH:33][CH:32]=2)[C@@H:28]([CH3:37])[N:27]([CH2:38][C:39]([F:42])([F:41])[F:40])[C:26]1=[O:43].Cl.C(N=C=NCCCN(C)C)C.C1C=CC2N(O)N=NC=2C=1.C(N(CC)C(C)C)(C)C. Given the product [CH3:37][C@H:28]1[N:27]([CH2:38][C:39]([F:42])([F:40])[F:41])[C:26](=[O:43])[C@@H:25]([NH:24][C:20]([C:16]2[CH:17]=[C:18]3[C:13](=[CH:14][CH:15]=2)[CH2:12][C:4]2([O:3][C:2](=[O:1])[NH:7][C:6]4[N:8]=[CH:9][CH:10]=[CH:11][C:5]2=4)[CH2:19]3)=[O:22])[CH2:30][C@H:29]1[C:31]1[CH:36]=[CH:35][CH:34]=[CH:33][CH:32]=1, predict the reactants needed to synthesize it. (10) Given the product [Cl:21][CH:3]([C:5]1[CH:14]=[CH:13][C:12]2[C:7](=[CH:8][CH:9]=[CH:10][CH:11]=2)[CH:6]=1)[C:2]([CH3:15])([N+:16]([O-:18])=[O:17])[CH3:1], predict the reactants needed to synthesize it. The reactants are: [CH3:1][C:2]([N+:16]([O-:18])=[O:17])([CH3:15])[CH:3]([C:5]1[CH:14]=[CH:13][C:12]2[C:7](=[CH:8][CH:9]=[CH:10][CH:11]=2)[CH:6]=1)O.S(Cl)([Cl:21])=O.